Dataset: NCI-60 drug combinations with 297,098 pairs across 59 cell lines. Task: Regression. Given two drug SMILES strings and cell line genomic features, predict the synergy score measuring deviation from expected non-interaction effect. (1) Drug 1: CC1C(C(CC(O1)OC2CC(CC3=C2C(=C4C(=C3O)C(=O)C5=C(C4=O)C(=CC=C5)OC)O)(C(=O)C)O)N)O.Cl. Drug 2: C1=CC=C(C=C1)NC(=O)CCCCCCC(=O)NO. Cell line: 786-0. Synergy scores: CSS=33.1, Synergy_ZIP=-3.04, Synergy_Bliss=2.57, Synergy_Loewe=-6.36, Synergy_HSA=3.22. (2) Drug 1: CN(C)N=NC1=C(NC=N1)C(=O)N. Drug 2: C1=CC(=CC=C1C#N)C(C2=CC=C(C=C2)C#N)N3C=NC=N3. Cell line: SK-OV-3. Synergy scores: CSS=1.82, Synergy_ZIP=-1.87, Synergy_Bliss=-1.40, Synergy_Loewe=-1.57, Synergy_HSA=-1.38. (3) Drug 1: CN(C)N=NC1=C(NC=N1)C(=O)N. Drug 2: CCCCC(=O)OCC(=O)C1(CC(C2=C(C1)C(=C3C(=C2O)C(=O)C4=C(C3=O)C=CC=C4OC)O)OC5CC(C(C(O5)C)O)NC(=O)C(F)(F)F)O. Cell line: HT29. Synergy scores: CSS=-1.61, Synergy_ZIP=4.80, Synergy_Bliss=-2.25, Synergy_Loewe=-5.06, Synergy_HSA=-4.86.